This data is from Peptide-MHC class I binding affinity with 185,985 pairs from IEDB/IMGT. The task is: Regression. Given a peptide amino acid sequence and an MHC pseudo amino acid sequence, predict their binding affinity value. This is MHC class I binding data. (1) The peptide sequence is YPVQQIGGNYV. The MHC is Mamu-B08 with pseudo-sequence Mamu-B08. The binding affinity (normalized) is 0. (2) The peptide sequence is EHSWNADLY. The MHC is HLA-A23:01 with pseudo-sequence HLA-A23:01. The binding affinity (normalized) is 0. (3) The peptide sequence is KELNIGRTF. The MHC is HLA-A31:01 with pseudo-sequence HLA-A31:01. The binding affinity (normalized) is 0.0847.